From a dataset of Forward reaction prediction with 1.9M reactions from USPTO patents (1976-2016). Predict the product of the given reaction. (1) Given the reactants [NH2:1][CH2:2][C@@H:3]1[C@H:8]([CH3:9])[CH2:7][CH2:6][CH2:5][N:4]1[C:10]([C:12]1[CH:17]=[C:16]([CH3:18])[CH:15]=[CH:14][C:13]=1[N:19]1[N:23]=[CH:22][CH:21]=[N:20]1)=[O:11].Cl[C:25]1[S:26][CH:27]=[C:28]([CH3:30])[N:29]=1, predict the reaction product. The product is: [CH3:9][C@@H:8]1[CH2:7][CH2:6][CH2:5][N:4]([C:10]([C:12]2[CH:17]=[C:16]([CH3:18])[CH:15]=[CH:14][C:13]=2[N:19]2[N:23]=[CH:22][CH:21]=[N:20]2)=[O:11])[C@@H:3]1[CH2:2][NH:1][C:25]1[S:26][CH:27]=[C:28]([CH3:30])[N:29]=1. (2) Given the reactants [OH-].[Na+].[CH2:3]([CH:10]([CH2:18][CH2:19][CH2:20][CH2:21][CH2:22][CH2:23][CH3:24])[CH2:11][CH2:12][CH2:13][C:14]([O:16]C)=[O:15])[CH2:4][CH2:5][CH2:6][CH2:7][CH2:8][CH3:9], predict the reaction product. The product is: [CH2:18]([CH:10]([CH2:3][CH2:4][CH2:5][CH2:6][CH2:7][CH2:8][CH3:9])[CH2:11][CH2:12][CH2:13][C:14]([OH:16])=[O:15])[CH2:19][CH2:20][CH2:21][CH2:22][CH2:23][CH3:24]. (3) Given the reactants [NH2:1][C:2]1[C:3]([C:7]2[N:8]([CH2:23][CH3:24])[C:9]3[CH:14]=[C:13](Cl)[N:12]=[C:11]([C:16]#[C:17][C:18]([CH3:21])([OH:20])[CH3:19])[C:10]=3[N:22]=2)=[N:4][O:5][N:6]=1.[NH2:25][C:26]1[CH:27]=[C:28](B(O)O)[CH:29]=[CH:30][CH:31]=1.C([O-])([O-])=O.[K+].[K+], predict the reaction product. The product is: [NH2:1][C:2]1[C:3]([C:7]2[N:8]([CH2:23][CH3:24])[C:9]3[CH:14]=[C:13]([C:30]4[CH:29]=[CH:28][CH:27]=[C:26]([NH2:25])[CH:31]=4)[N:12]=[C:11]([C:16]#[C:17][C:18]([CH3:21])([OH:20])[CH3:19])[C:10]=3[N:22]=2)=[N:4][O:5][N:6]=1. (4) Given the reactants C(OC([N:8]1[CH2:12][C@@H:11]([CH2:13][NH:14][C:15]2[CH:20]=[CH:19][CH:18]=[CH:17][CH:16]=2)[C@H:10]([CH2:21][N:22]([CH:39]([CH3:41])[CH3:40])[C:23](=[O:38])[C:24]2[CH:29]=[CH:28][C:27]([O:30][CH3:31])=[C:26]([O:32][CH2:33][CH2:34][CH2:35][O:36][CH3:37])[CH:25]=2)[CH2:9]1)=O)(C)(C)C.C(O)(C(F)(F)F)=O.C([O-])(O)=O.[Na+], predict the reaction product. The product is: [CH:39]([N:22]([CH2:21][C@H:10]1[C@H:11]([CH2:13][NH:14][C:15]2[CH:20]=[CH:19][CH:18]=[CH:17][CH:16]=2)[CH2:12][NH:8][CH2:9]1)[C:23](=[O:38])[C:24]1[CH:29]=[CH:28][C:27]([O:30][CH3:31])=[C:26]([O:32][CH2:33][CH2:34][CH2:35][O:36][CH3:37])[CH:25]=1)([CH3:41])[CH3:40]. (5) Given the reactants [NH2:1][C:2]1[C:11]2[CH:10]=[CH:9][C:8]([F:12])=[C:7](Br)[C:6]=2[N:5]=[C:4]2[CH2:14][N:15]([CH:18]3[CH2:21][CH2:20][CH2:19]3)[C:16](=[O:17])[C:3]=12.[F:22][C:23]1[CH:28]=[CH:27][C:26](B(O)O)=[C:25]([O:32][CH3:33])[CH:24]=1, predict the reaction product. The product is: [NH2:1][C:2]1[C:11]2[CH:10]=[CH:9][C:8]([F:12])=[C:7]([C:26]3[CH:27]=[CH:28][C:23]([F:22])=[CH:24][C:25]=3[O:32][CH3:33])[C:6]=2[N:5]=[C:4]2[CH2:14][N:15]([CH:18]3[CH2:21][CH2:20][CH2:19]3)[C:16](=[O:17])[C:3]=12.